Dataset: Reaction yield outcomes from USPTO patents with 853,638 reactions. Task: Predict the reaction yield, written as a fraction of the theoretical maximum amount of product (1.0 means a 100% yield; for example, 0.34 means a 34% yield). (1) The reactants are [F:1][CH2:2][C@H:3]1[CH2:7][N:6]([C@@H:8]([C:10]2[CH:15]=[CH:14][CH:13]=[CH:12][CH:11]=2)[CH3:9])[C:5](=[O:16])[C@:4]1([CH3:22])[C:17]([O:19][CH2:20][CH3:21])=[O:18].IC.C[Si]([N-][Si](C)(C)C)(C)C.[K+].[Cl-].[NH4+]. The catalyst is O1CCCC1. The yield is 0.830. The product is [F:1][CH2:2][C@H:3]1[CH2:7][N:6]([C@@H:8]([C:10]2[CH:11]=[CH:12][CH:13]=[CH:14][CH:15]=2)[CH3:9])[C:5](=[O:16])[C@@:4]1([CH3:22])[C:17]([O:19][CH2:20][CH3:21])=[O:18]. (2) The reactants are [Cl:1][C:2]1[CH:7]=[CH:6][C:5]([CH3:8])=[CH:4][C:3]=1[O:9][CH3:10].C1C(=O)N([Br:18])C(=O)C1.CC(N=NC(C#N)(C)C)(C#N)C. The catalyst is C(Cl)(Cl)(Cl)Cl. The product is [Br:18][CH2:8][C:5]1[CH:6]=[CH:7][C:2]([Cl:1])=[C:3]([O:9][CH3:10])[CH:4]=1. The yield is 0.920. (3) The reactants are [CH2:1]([O:3][C:4]([C:6](=P(C1C=CC=CC=1)(C1C=CC=CC=1)C1C=CC=CC=1)[CH3:7])=[O:5])[CH3:2].[CH:27](=O)/[CH:28]=[CH:29]/[CH:30]=[CH:31]C.Cl[CH2:35]Cl. The yield is 0.990. No catalyst specified. The product is [CH3:35]/[C:6](=[CH:7]\[CH:27]=[CH:28]\[CH:29]=[CH:30]\[CH3:31])/[C:4]([O:3][CH2:1][CH3:2])=[O:5]. (4) The reactants are [CH2:1]([N:3]([CH2:11][C:12]([N:14]1[CH2:19][CH2:18][O:17][C:16]2[CH:20]=[C:21]([N+:24]([O-:26])=[O:25])[CH:22]=[CH:23][C:15]1=2)=O)[C:4](=[O:10])[O:5][C:6]([CH3:9])([CH3:8])[CH3:7])[CH3:2].B.C1COCC1.CO. The catalyst is C1COCC1. The product is [CH2:1]([N:3]([CH2:11][CH2:12][N:14]1[CH2:19][CH2:18][O:17][C:16]2[CH:20]=[C:21]([N+:24]([O-:26])=[O:25])[CH:22]=[CH:23][C:15]1=2)[C:4](=[O:10])[O:5][C:6]([CH3:9])([CH3:7])[CH3:8])[CH3:2]. The yield is 0.910. (5) The reactants are Cl[C:2]1[CH:7]=[CH:6][N:5]2[N:8]=[CH:9][C:10]([C:11]([NH:13][C:14]3[C:15]([C:20]4[CH:25]=[CH:24][CH:23]=[C:22]([Cl:26])[CH:21]=4)=[N:16][N:17]([CH3:19])[CH:18]=3)=[O:12])=[C:4]2[N:3]=1.[CH:27]1([CH2:30][NH2:31])[CH2:29][CH2:28]1.C(N(CC)C(C)C)(C)C. The catalyst is C(O)C. The product is [Cl:26][C:22]1[CH:21]=[C:20]([C:15]2[C:14]([NH:13][C:11]([C:10]3[CH:9]=[N:8][N:5]4[CH:6]=[CH:7][C:2]([NH:31][CH2:30][CH:27]5[CH2:29][CH2:28]5)=[N:3][C:4]=34)=[O:12])=[CH:18][N:17]([CH3:19])[N:16]=2)[CH:25]=[CH:24][CH:23]=1. The yield is 0.640. (6) The reactants are CC(P(C(C)(C)C)C1C(C2C=CC=CC=2)=CC=CC=1)(C)C.[C:22]1([C:28]#[C:29][P:30](=[O:35])([OH:34])[O:31][CH2:32][CH3:33])[CH:27]=[CH:26][CH:25]=[CH:24][CH:23]=1.[C:36]([C:38]1[CH:43]=[CH:42][C:41]([CH3:44])=[CH:40][CH:39]=1)#[CH:37]. The catalyst is [Au].ClC(Cl)C. The product is [CH2:32]([O:31][P:30]1(=[O:34])[CH:29]=[C:28]([C:22]2[CH:23]=[CH:24][CH:25]=[CH:26][CH:27]=2)[CH:37]=[C:36]([C:38]2[CH:43]=[CH:42][C:41]([CH3:44])=[CH:40][CH:39]=2)[O:35]1)[CH3:33]. The yield is 0.340. (7) The reactants are [CH:1]1([CH2:4][O:5][C:6]2[CH:25]=[CH:24][C:9]([C:10]([O:12][CH2:13][C:14]([O:16]CC3C=CC=CC=3)=[O:15])=[O:11])=[CH:8][C:7]=2[O:26][S:27]([CH3:30])(=[O:29])=[O:28])[CH2:3][CH2:2]1. The catalyst is CO.CCOC(C)=O.[Pd]. The product is [CH:1]1([CH2:4][O:5][C:6]2[CH:25]=[CH:24][C:9]([C:10]([O:12][CH2:13][C:14]([OH:16])=[O:15])=[O:11])=[CH:8][C:7]=2[O:26][S:27]([CH3:30])(=[O:29])=[O:28])[CH2:3][CH2:2]1. The yield is 0.940. (8) The reactants are [Cl:1][C:2]1[C:7]([C@H:8]([OH:13])[C:9]([O:11][CH3:12])=[O:10])=[C:6]([CH3:14])[N:5]=[C:4]2[NH:15][C:16]([CH3:19])=[C:17]([CH3:18])[C:3]=12.Cl(O)(=O)(=O)=O.C(O[C:29]([CH3:32])([CH3:31])[CH3:30])(=O)C.C([O-])([O-])=O.[Na+].[Na+]. The catalyst is ClCCl. The product is [C:29]([O:13][C@@H:8]([C:7]1[C:2]([Cl:1])=[C:3]2[C:17]([CH3:18])=[C:16]([CH3:19])[NH:15][C:4]2=[N:5][C:6]=1[CH3:14])[C:9]([O:11][CH3:12])=[O:10])([CH3:32])([CH3:31])[CH3:30]. The yield is 0.810. (9) The reactants are [Br:1][C:2]1[CH:10]=[CH:9][C:8]([Cl:11])=[CH:7][C:3]=1[C:4]([OH:6])=[O:5].[C:12](Cl)(=O)C(Cl)=O.CO. The catalyst is ClCCl.CN(C)C=O. The product is [Br:1][C:2]1[CH:10]=[CH:9][C:8]([Cl:11])=[CH:7][C:3]=1[C:4]([O:6][CH3:12])=[O:5]. The yield is 0.790. (10) The reactants are [C:1](=[NH:26])([O:3][CH2:4][CH2:5][C:6]1[CH:11]=[C:10]([F:12])[C:9]([O:13][C:14]2[CH:19]=[CH:18][C:17]([Cl:20])=[C:16]([C:21]([F:24])([F:23])[F:22])[CH:15]=2)=[C:8]([F:25])[CH:7]=1)[NH2:2].[CH2:27](/[C:29](=[CH:35]/O)/[C:30](OCC)=[O:31])[CH3:28].C([O-])([O-])=O.[K+].[K+]. The catalyst is CN(C=O)C. The product is [Cl:20][C:17]1[CH:18]=[CH:19][C:14]([O:13][C:9]2[C:10]([F:12])=[CH:11][C:6]([CH2:5][CH2:4][O:3][C:1]3[NH:2][CH:35]=[C:29]([CH2:27][CH3:28])[C:30](=[O:31])[N:26]=3)=[CH:7][C:8]=2[F:25])=[CH:15][C:16]=1[C:21]([F:22])([F:24])[F:23]. The yield is 0.275.